From a dataset of CYP2C19 inhibition data for predicting drug metabolism from PubChem BioAssay. Regression/Classification. Given a drug SMILES string, predict its absorption, distribution, metabolism, or excretion properties. Task type varies by dataset: regression for continuous measurements (e.g., permeability, clearance, half-life) or binary classification for categorical outcomes (e.g., BBB penetration, CYP inhibition). Dataset: cyp2c19_veith. The molecule is Cc1ccc(-c2nc3ccccc3[nH]2)cc1NC(=O)c1ccc2c(c1)OCO2. The result is 1 (inhibitor).